This data is from CYP3A4 inhibition data for predicting drug metabolism from PubChem BioAssay. The task is: Regression/Classification. Given a drug SMILES string, predict its absorption, distribution, metabolism, or excretion properties. Task type varies by dataset: regression for continuous measurements (e.g., permeability, clearance, half-life) or binary classification for categorical outcomes (e.g., BBB penetration, CYP inhibition). Dataset: cyp3a4_veith. (1) The compound is CO[C@@H]1COC(=O)CCC[C@@H](C)[C@H](OC)COC(=O)[C@H](Cc2ccccc2)NC(=O)C/C=C\[C@H]1C. The result is 1 (inhibitor). (2) The molecule is CC(=O)c1ccc2c(c1)N(CCCN1CCC(CCO)CC1)c1ccccc1S2. The result is 0 (non-inhibitor). (3) The compound is Cc1ccc(-n2nc3c(c2NC(=O)c2cccs2)CSC3)cc1. The result is 1 (inhibitor). (4) The molecule is CCOc1ccc(N2CC(C(=O)NC(C)C)CC2=O)cc1. The result is 0 (non-inhibitor). (5) The molecule is CC1(C)S[C@@H]2[C@H](NC(=O)Cc3ccccc3)C(=O)N2[C@@H]1C(=O)O. The result is 0 (non-inhibitor). (6) The drug is CC/C(=C(\CC)c1ccc(O)cc1)c1ccc(O)cc1. The result is 1 (inhibitor). (7) The molecule is CCOc1c2ccc(C(=O)NCc3cc(C(F)(F)F)cc(C(F)(F)F)c3)cc2nn1C. The result is 1 (inhibitor).